Dataset: Forward reaction prediction with 1.9M reactions from USPTO patents (1976-2016). Task: Predict the product of the given reaction. (1) Given the reactants [NH2:1][C:2]1[N:7]=[C:6](Cl)[CH:5]=[C:4]([CH3:9])[N:3]=1.[NH2:10][C@H:11]1[CH2:16][CH2:15][C@H:14]([OH:17])[CH2:13][CH2:12]1.C(=O)([O-])[O-].[K+].[K+].C(N(C(C)C)CC)(C)C, predict the reaction product. The product is: [NH2:1][C:2]1[N:7]=[C:6]([NH:10][C@H:11]2[CH2:16][CH2:15][C@H:14]([OH:17])[CH2:13][CH2:12]2)[CH:5]=[C:4]([CH3:9])[N:3]=1. (2) The product is: [C:40]([C:38]1[O:37][N:36]=[C:35]([NH:34][C:33]([NH:28][C@@H:21]2[C:22]3[C:27](=[CH:26][CH:25]=[CH:24][CH:23]=3)[C@H:18]([O:17][C:14]3[CH:15]=[CH:16][C:11]4[N:12]([C:8]([N:3]5[CH2:4][CH2:5][CH2:6][CH2:7][C@@H:2]5[CH3:1])=[N:9][N:10]=4)[CH:13]=3)[CH2:19][CH2:20]2)=[O:32])[CH:39]=1)([CH3:43])([CH3:41])[CH3:42]. Given the reactants [CH3:1][C@H:2]1[CH2:7][CH2:6][CH2:5][CH2:4][N:3]1[C:8]1[N:12]2[CH:13]=[C:14]([O:17][C@H:18]3[C:27]4[C:22](=[CH:23][CH:24]=[CH:25][CH:26]=4)[C@@H:21]([NH2:28])[CH2:20][CH2:19]3)[CH:15]=[CH:16][C:11]2=[N:10][N:9]=1.ClC(Cl)(Cl)C[O:32][C:33](=O)[NH:34][C:35]1[CH:39]=[C:38]([C:40]([CH3:43])([CH3:42])[CH3:41])[O:37][N:36]=1, predict the reaction product. (3) Given the reactants [C:1](#[N:5])[CH2:2][C:3]#[N:4].[C:6]1([N:12]=[C:13]=[S:14])[CH:11]=[CH:10][CH:9]=[CH:8][CH:7]=1.[CH3:15]I, predict the reaction product. The product is: [CH3:15][S:14][C:13]([NH:12][C:6]1[CH:11]=[CH:10][CH:9]=[CH:8][CH:7]=1)=[C:2]([C:1]#[N:5])[C:3]#[N:4]. (4) Given the reactants CCN(C(C)C)[CH:4]([CH3:6])[CH3:5].[O:10]([CH2:17]C(Cl)=O)[C:11]1[CH:16]=[CH:15][CH:14]=[CH:13][CH:12]=1.O(CC(O)=O)[C:22]1C=CC=CC=1.CN(C([O:39][N:40]1[N:48]=[N:47][C:42]2[CH:43]=[CH:44][CH:45]=[N:46][C:41]1=2)=[N+](C)C)C.F[P-](F)(F)(F)(F)F.CCN(C(C)C)C(C)C.[CH3:65][N:66]([CH:68]=[O:69])[CH3:67], predict the reaction product. The product is: [O:10]([CH2:17][C:68]([N:66]1[CH2:67][CH2:6][CH2:4][CH2:5][C@@H:65]1[C:41]1[N:46]=[C:45]([C:44]2[CH:43]=[CH:42][N:47]=[N:48][CH:22]=2)[O:39][N:40]=1)=[O:69])[C:11]1[CH:12]=[CH:13][CH:14]=[CH:15][CH:16]=1.